This data is from Full USPTO retrosynthesis dataset with 1.9M reactions from patents (1976-2016). The task is: Predict the reactants needed to synthesize the given product. (1) Given the product [NH2:19][C:11]1[C:10]2=[N:26][N:27]([CH2:30][CH3:31])[C:28]([CH2:29][C:59]3([OH:68])[CH2:40][CH2:41][CH2:42][CH2:60]3)=[C:9]2[C:8]2[CH:7]=[CH:6][CH:5]=[CH:14][C:13]=2[N:12]=1, predict the reactants needed to synthesize it. The reactants are: C([C:5]1[CH:6]=[CH:7][C:8]2[C:9]3[C:10](=[N:26][N:27]([CH2:30][CH3:31])[C:28]=3[CH3:29])[C:11]([N:19](C([O-])=O)C([O-])=O)=[N:12][C:13]=2[C:14]=1C(C)(C)C)(C)(C)C.C([C:40]1[CH:41]=[CH:42]C2[C:40]3[C:41](=NN(CCC)[C:59]=3[CH3:60])[C:42](N(C([O-])=O)C([O-])=O)=NC=2[C:59]=1[C:60](C)(C)C)(C)(C)C.C1(=[O:68])CCC1. (2) Given the product [CH2:102]([O:8][C:9]1[CH:14]=[C:13]([CH2:15][O:16][CH2:17][C:18]2[CH:23]=[CH:22][CH:21]=[CH:20][CH:19]=2)[CH:12]=[CH:11][C:10]=1[CH:24]1[N:58]([C:59]2[CH:60]=[CH:61][C:62]([F:65])=[CH:63][CH:64]=2)[C:26](=[O:27])[CH:25]1[CH2:40][CH2:41][CH:42]([O:50][Si:51]([C:54]([CH3:56])([CH3:57])[CH3:55])([CH3:52])[CH3:53])[C:43]1[CH:44]=[CH:45][C:46]([F:49])=[CH:47][CH:48]=1)[C:96]1[CH:101]=[CH:100][CH:99]=[CH:98][CH:97]=1, predict the reactants needed to synthesize it. The reactants are: C([O:8][C:9]1[CH:14]=[C:13]([CH2:15][O:16][CH2:17][C:18]2[CH:23]=[CH:22][CH:21]=[CH:20][CH:19]=2)[CH:12]=[CH:11][C:10]=1[CH:24]([NH:58][C:59]1[CH:64]=[CH:63][C:62]([F:65])=[CH:61][CH:60]=1)[CH:25]([CH2:40][CH2:41][CH:42]([O:50][Si:51]([C:54]([CH3:57])([CH3:56])[CH3:55])([CH3:53])[CH3:52])[C:43]1[CH:48]=[CH:47][C:46]([F:49])=[CH:45][CH:44]=1)[C:26](N1C(C2C=CC=CC=2)COC1=O)=[O:27])C1C=CC=CC=1.C[Si](C([Si](C)(C)C)C(N)=O)(C)C.[F-].C([N+](CCCC)(CCCC)CCCC)CCC.[C:96]1([CH3:102])[CH:101]=[CH:100][CH:99]=[CH:98][CH:97]=1. (3) Given the product [C:15]([C:10]1[CH:11]=[CH:12][CH:13]=[CH:14][C:9]=1[S:6]([N:5]([CH3:17])[CH2:4][CH2:3][CH2:2][NH:1][C:35]([C@@H:30]([NH:29][C:27]([C:19]1[S:18][C:22]2[CH:23]=[CH:24][CH:25]=[CH:26][C:21]=2[CH:20]=1)=[O:28])[CH2:31][CH:32]([CH3:34])[CH3:33])=[O:36])(=[O:8])=[O:7])#[N:16], predict the reactants needed to synthesize it. The reactants are: [NH2:1][CH2:2][CH2:3][CH2:4][N:5]([CH3:17])[S:6]([C:9]1[CH:14]=[CH:13][CH:12]=[CH:11][C:10]=1[C:15]#[N:16])(=[O:8])=[O:7].[S:18]1[C:22]2[CH:23]=[CH:24][CH:25]=[CH:26][C:21]=2[CH:20]=[C:19]1[C:27]([NH:29][C@H:30]([C:35](O)=[O:36])[CH2:31][CH:32]([CH3:34])[CH3:33])=[O:28].CN1CCOCC1.CCN=C=NCCCN(C)C.Cl. (4) Given the product [NH:20]1[C:21]2[C:17](=[CH:16][CH:15]=[C:14]([N:13]=[C:2]=[C:3]3[C:11]4[C:6](=[CH:7][CH:8]=[CH:9][CH:10]=4)[NH:5][C:4]3=[O:12])[CH:22]=2)[CH:18]=[N:19]1, predict the reactants needed to synthesize it. The reactants are: O[CH:2]=[C:3]1[C:11]2[C:6](=[CH:7][CH:8]=[CH:9][CH:10]=2)[NH:5][C:4]1=[O:12].[NH2:13][C:14]1[CH:22]=[C:21]2[C:17]([CH:18]=[N:19][NH:20]2)=[CH:16][CH:15]=1. (5) Given the product [F:24][C:22]([F:25])([F:23])[C:17]([C:14]1[CH:15]=[CH:16][C:11]([N:8]2[CH2:9][CH2:10][N:5]([C:3](=[O:4])[CH2:2][N:46]3[C:45](=[O:50])[C:44]([C:41]4[CH:40]=[CH:39][C:38]([O:37][CH:35]([CH3:34])[CH3:36])=[CH:43][N:42]=4)([CH3:51])[NH:48][C:47]3=[O:49])[C@H:6]([CH3:33])[CH2:7]2)=[C:12]([CH2:30][CH2:31][CH3:32])[CH:13]=1)([OH:26])[C:18]([F:19])([F:21])[F:20], predict the reactants needed to synthesize it. The reactants are: Br[CH2:2][C:3]([N:5]1[CH2:10][CH2:9][N:8]([C:11]2[CH:16]=[CH:15][C:14]([C:17]([O:26]COC)([C:22]([F:25])([F:24])[F:23])[C:18]([F:21])([F:20])[F:19])=[CH:13][C:12]=2[CH2:30][CH2:31][CH3:32])[CH2:7][C@H:6]1[CH3:33])=[O:4].[CH3:34][CH:35]([O:37][C:38]1[CH:39]=[CH:40][C:41]([C:44]2([CH3:51])[NH:48][C:47](=[O:49])[NH:46][C:45]2=[O:50])=[N:42][CH:43]=1)[CH3:36]. (6) Given the product [CH2:17]([C:13]1[C:12]([CH2:11][O:10][C:7]2[CH:8]=[CH:9][C:4]([C:3]([NH:22][CH:23]3[CH2:28][CH2:27][O:26][CH2:25][CH2:24]3)=[O:21])=[CH:5][N:6]=2)=[CH:16][O:15][N:14]=1)[CH2:18][CH2:19][CH3:20], predict the reactants needed to synthesize it. The reactants are: CO[C:3](=[O:21])[C:4]1[CH:9]=[CH:8][C:7]([O:10][CH2:11][C:12]2[C:13]([CH2:17][CH2:18][CH2:19][CH3:20])=[N:14][O:15][CH:16]=2)=[N:6][CH:5]=1.[NH2:22][CH:23]1[CH2:28][CH2:27][O:26][CH2:25][CH2:24]1. (7) Given the product [Cl:1][C:2]1[C:7]2[C:8](=[O:9])[N:10]([C:14]3[CH:19]=[CH:18][C:17]([N:20]4[CH2:24][CH2:23][N:22]([CH2:25][C:26]([O:28][CH2:29][CH3:30])=[O:27])[C:21]4=[O:31])=[C:16]([CH3:32])[CH:15]=3)[CH2:11][CH2:12][O:13][C:6]=2[N:5]=[CH:4][N:3]=1, predict the reactants needed to synthesize it. The reactants are: [Cl:1][C:2]1[C:7]([C:8]([N:10]([C:14]2[CH:19]=[CH:18][C:17]([N:20]3[CH2:24][CH2:23][N:22]([CH2:25][C:26]([O:28][CH2:29][CH3:30])=[O:27])[C:21]3=[O:31])=[C:16]([CH3:32])[CH:15]=2)[CH2:11][CH2:12][OH:13])=[O:9])=[C:6](Cl)[N:5]=[CH:4][N:3]=1.O.